From a dataset of Forward reaction prediction with 1.9M reactions from USPTO patents (1976-2016). Predict the product of the given reaction. Given the reactants C(N(CC)CC)C.Cl[C:9]([O:11][CH3:12])=[O:10].[CH3:13][C:14]([NH:16][CH:17]1[C:27]2[CH:28]=[C:29]([OH:32])[CH:30]=[CH:31][C:26]=2[C:25]2[C:20](=[CH:21][C:22]([O:37][CH3:38])=[C:23]([O:35][CH3:36])[C:24]=2[O:33][CH3:34])[CH2:19][CH2:18]1)=[O:15], predict the reaction product. The product is: [C:9](=[O:10])([O:11][CH3:12])[O:32][C:29]1[CH:30]=[CH:31][C:26]2[C:25]3[C:24]([O:33][CH3:34])=[C:23]([O:35][CH3:36])[C:22]([O:37][CH3:38])=[CH:21][C:20]=3[CH2:19][CH2:18][C@H:17]([NH:16][C:14](=[O:15])[CH3:13])[C:27]=2[CH:28]=1.